This data is from Reaction yield outcomes from USPTO patents with 853,638 reactions. The task is: Predict the reaction yield, written as a fraction of the theoretical maximum amount of product (1.0 means a 100% yield; for example, 0.34 means a 34% yield). (1) The reactants are [Si]([O:8][CH2:9][CH2:10][O:11][C:12]1[CH:17]=[CH:16][C:15]([N:18]2[CH2:22][CH:21]=[C:20]([O:23][C:24]3[CH:29]=[CH:28][C:27]([CH:30]4[CH2:32][CH2:31]4)=[CH:26][CH:25]=3)[C:19]2=[O:33])=[CH:14][C:13]=1[O:34][CH:35]([F:37])[F:36])(C(C)(C)C)(C)C.Cl. The catalyst is O1CCCC1. The product is [CH:30]1([C:27]2[CH:28]=[CH:29][C:24]([O:23][C:20]3[C:19](=[O:33])[N:18]([C:15]4[CH:16]=[CH:17][C:12]([O:11][CH2:10][CH2:9][OH:8])=[C:13]([O:34][CH:35]([F:36])[F:37])[CH:14]=4)[CH2:22][CH:21]=3)=[CH:25][CH:26]=2)[CH2:31][CH2:32]1. The yield is 0.734. (2) The reactants are [F:1][C:2]([F:15])([F:14])[C:3]1[CH:4]=[C:5]([CH2:9][CH2:10][C:11](O)=[O:12])[CH:6]=[CH:7][CH:8]=1.B.CO.O. The catalyst is C1COCC1. The product is [F:1][C:2]([F:14])([F:15])[C:3]1[CH:4]=[C:5]([CH2:9][CH2:10][CH2:11][OH:12])[CH:6]=[CH:7][CH:8]=1. The yield is 0.940.